This data is from Forward reaction prediction with 1.9M reactions from USPTO patents (1976-2016). The task is: Predict the product of the given reaction. (1) Given the reactants [C:1]([OH:11])(=O)[CH:2]=[CH:3][C:4]1[CH:9]=[CH:8][CH:7]=[CH:6][CH:5]=1.[Cl:12]CCl.C(Cl)(=O)C(Cl)=O, predict the reaction product. The product is: [C:1]([Cl:12])(=[O:11])[CH:2]=[CH:3][C:4]1[CH:9]=[CH:8][CH:7]=[CH:6][CH:5]=1. (2) Given the reactants [CH3:1][C:2]1[CH:7]=[CH:6][CH:5]=[C:4]([CH3:8])[C:3]=1[CH2:9][C:10](O)=O.[C:13]1([NH:19][C:20](=[S:23])[NH:21][NH2:22])[CH:18]=[CH:17][CH:16]=[CH:15][CH:14]=1, predict the reaction product. The product is: [CH3:1][C:2]1[CH:7]=[CH:6][CH:5]=[C:4]([CH3:8])[C:3]=1[CH2:9][C:10]1[N:19]([C:13]2[CH:14]=[CH:15][CH:16]=[CH:17][CH:18]=2)[C:20](=[S:23])[NH:21][N:22]=1.